This data is from Full USPTO retrosynthesis dataset with 1.9M reactions from patents (1976-2016). The task is: Predict the reactants needed to synthesize the given product. (1) Given the product [NH2:42][C:33]1[C:32]2[N:31]=[C:30]([CH2:43][CH2:44][CH2:45][CH3:46])[N:29]([CH2:28][CH2:27][NH:26][C:11](=[O:13])[CH2:10][CH2:9][CH2:8][CH2:7][CH:6]3[CH:22]4[CH:3]([NH:2][C:24](=[NH:47])[NH:23]4)[CH2:4][S:5]3)[C:41]=2[C:40]2[CH:39]=[CH:38][CH:37]=[CH:36][C:35]=2[N:34]=1, predict the reactants needed to synthesize it. The reactants are: O[N:2]1[C:24](=O)[NH:23][C@H:22]2[C@@H:3]1[CH2:4][S:5][C@H:6]2[CH2:7][CH2:8][CH2:9][C:10](=NN1C(=O)CCC1=O)[C:11](=[O:13])O.[NH2:26][CH2:27][CH2:28][N:29]1[C:41]2[C:40]3[CH:39]=[CH:38][CH:37]=[CH:36][C:35]=3[N:34]=[C:33]([NH2:42])[C:32]=2[N:31]=[C:30]1[CH2:43][CH2:44][CH2:45][CH3:46].[N:47]1C=CC=CC=1. (2) The reactants are: [CH3:1][C:2]1[CH:3]=[C:4]([O:15][C:16]2[C:25]3[C:20](=[CH:21][C:22]([OH:28])=[C:23]([O:26][CH3:27])[CH:24]=3)[N:19]=[CH:18][CH:17]=2)[C:5]([C:9]2[CH:14]=[CH:13][CH:12]=[CH:11][N:10]=2)=[N:6][C:7]=1[CH3:8].C(=O)([O-])[O-].[K+].[K+].[CH2:35]([CH:37]1[O:39][CH2:38]1)Br. Given the product [CH3:27][O:26][C:23]1[CH:24]=[C:25]2[C:20](=[CH:21][C:22]=1[O:28][CH2:35][CH:37]1[CH2:38][O:39]1)[N:19]=[CH:18][CH:17]=[C:16]2[O:15][C:4]1[C:5]([C:9]2[CH:14]=[CH:13][CH:12]=[CH:11][N:10]=2)=[N:6][C:7]([CH3:8])=[C:2]([CH3:1])[CH:3]=1, predict the reactants needed to synthesize it. (3) Given the product [F:1][CH:2]([C:4]1[N:9]=[CH:8][NH:7][C:6](=[O:10])[C:5]=1[I:11])[CH3:3], predict the reactants needed to synthesize it. The reactants are: [F:1][CH:2]([C:4]1[N:9]=[CH:8][NH:7][C:6](=[O:10])[CH:5]=1)[CH3:3].[I:11]Cl.II.ClCl. (4) The reactants are: [C:1]([N:4]1[CH2:9][CH2:8][CH:7]([CH2:10][NH:11][C:12]([NH:14][C:15]2[CH:20]=[C:19]([C:21]3[S:22][CH:23]=[CH:24][CH:25]=3)[CH:18]=[CH:17][C:16]=2[N+:26]([O-])=O)=[O:13])[CH2:6][CH2:5]1)(=[O:3])[CH3:2]. Given the product [C:1]([N:4]1[CH2:9][CH2:8][CH:7]([CH2:10][NH:11][C:12]([NH:14][C:15]2[CH:20]=[C:19]([C:21]3[S:22][CH:23]=[CH:24][CH:25]=3)[CH:18]=[CH:17][C:16]=2[NH2:26])=[O:13])[CH2:6][CH2:5]1)(=[O:3])[CH3:2], predict the reactants needed to synthesize it. (5) Given the product [ClH:37].[O:30]1[CH2:34][CH2:33][CH2:32][C@H:31]1[CH2:35][NH:36][C:1](=[O:20])[O:12][CH2:13][C:14]1[CH:15]=[CH:16][N:17]=[CH:18][CH:19]=1, predict the reactants needed to synthesize it. The reactants are: [C:1](=[O:20])([O:12][CH2:13][C:14]1[CH:19]=[CH:18][N:17]=[CH:16][CH:15]=1)OC1C=CC([N+]([O-])=O)=CC=1.CCN(C(C)C)C(C)C.[O:30]1[CH2:34][CH2:33][CH2:32][C@H:31]1[CH2:35][NH2:36].[ClH:37].CCOCC.